Dataset: Catalyst prediction with 721,799 reactions and 888 catalyst types from USPTO. Task: Predict which catalyst facilitates the given reaction. (1) Reactant: [N:1]([CH2:4][CH2:5][CH2:6][O:7][C@H:8]1[CH2:13][CH2:12][CH2:11][C@@H:10]([O:14][CH2:15][C:16]2[N:17]=[C:18]([C:22]3[CH:23]=[C:24]([CH3:28])[CH:25]=[CH:26][CH:27]=3)[O:19][C:20]=2[CH3:21])[CH2:9]1)=[N+]=[N-].[H][H]. Product: [CH3:21][C:20]1[O:19][C:18]([C:22]2[CH:23]=[C:24]([CH3:28])[CH:25]=[CH:26][CH:27]=2)=[N:17][C:16]=1[CH2:15][O:14][C@H:10]1[CH2:11][CH2:12][CH2:13][C@@H:8]([O:7][CH2:6][CH2:5][CH2:4][NH2:1])[CH2:9]1. The catalyst class is: 19. (2) Reactant: [C:1]([O:6][C:7]12[CH2:16][CH:11]3[CH2:12][CH:13]([CH2:15][C:9]([OH:17])([CH2:10]3)[CH2:8]1)[CH2:14]2)(=[O:5])[C:2]([CH3:4])=[CH2:3].C(N(CC)CC)C.[CH3:25][S:26](Cl)(=[O:28])=[O:27].S([O-])([O-])(=O)=O.[Mg+2]. Product: [CH:7]12[CH2:16][CH:11]3[CH2:12][CH:13]([CH2:15][CH:9]([CH2:10]3)[CH2:8]1)[CH2:14]2.[C:1]([O:6][C:7]12[CH2:14][CH:13]3[CH2:12][CH:11]([CH2:10][C:9]([O:17][S:26]([CH3:25])(=[O:28])=[O:27])([CH2:15]3)[CH2:8]1)[CH2:16]2)(=[O:5])[C:2]([CH3:4])=[CH2:3]. The catalyst class is: 226.